From a dataset of Reaction yield outcomes from USPTO patents with 853,638 reactions. Predict the reaction yield, written as a fraction of the theoretical maximum amount of product (1.0 means a 100% yield; for example, 0.34 means a 34% yield). (1) The reactants are [CH3:1][N:2]([CH3:28])[CH2:3][CH2:4][C@@H:5]([NH:14][C:15]1[CH:20]=[CH:19][C:18]([S:21]([NH2:24])(=[O:23])=[O:22])=[CH:17][C:16]=1[N+:25]([O-:27])=[O:26])[CH2:6][S:7][C:8]1[CH:13]=[CH:12][CH:11]=[CH:10][CH:9]=1.C(N(CC)CC)C.Cl[C:37](OC1C=CC([N+]([O-])=O)=CC=1)=[O:38].[N+:49]([C:52]1[CH:57]=[CH:56][C:55]([N:58]2[CH2:63][CH2:62][NH:61][CH2:60][CH2:59]2)=[CH:54][CH:53]=1)([O-:51])=[O:50]. The catalyst is ClCCl.CN(C1C=CN=CC=1)C. The product is [CH3:28][N:2]([CH3:1])[CH2:3][CH2:4][C@@H:5]([NH:14][C:15]1[CH:20]=[CH:19][C:18]([S:21]([NH:24][C:37]([N:61]2[CH2:62][CH2:63][N:58]([C:55]3[CH:54]=[CH:53][C:52]([N+:49]([O-:51])=[O:50])=[CH:57][CH:56]=3)[CH2:59][CH2:60]2)=[O:38])(=[O:22])=[O:23])=[CH:17][C:16]=1[N+:25]([O-:27])=[O:26])[CH2:6][S:7][C:8]1[CH:9]=[CH:10][CH:11]=[CH:12][CH:13]=1. The yield is 0.430. (2) The reactants are [Cl:1][C:2]1[CH:3]=[C:4](/[CH:9]=[CH:10]/[C:11]([N:13]2[CH2:19][CH2:18][C:17](=[O:20])[N:16]([CH2:21][CH2:22][C:23]([OH:25])=O)[CH2:15][CH2:14]2)=[O:12])[CH:5]=[CH:6][C:7]=1[Cl:8].C([Si](C)(C)[O:31][C@H:32]1[C@@H:37]([O:38][Si](C(C)(C)C)(C)C)[CH2:36][CH2:35][NH:34][CH2:33]1)(C)(C)C. No catalyst specified. The product is [Cl:1][C:2]1[CH:3]=[C:4](/[CH:9]=[CH:10]/[C:11]([N:13]2[CH2:19][CH2:18][C:17](=[O:20])[N:16]([CH2:21][CH2:22][C:23]([N:34]3[CH2:35][CH2:36][CH:37]([OH:38])[CH:32]([OH:31])[CH2:33]3)=[O:25])[CH2:15][CH2:14]2)=[O:12])[CH:5]=[CH:6][C:7]=1[Cl:8]. The yield is 0.950. (3) The reactants are [Cl:1][C:2]1[C:7]([N:8]2[CH2:13][CH2:12][O:11][CH2:10][CH2:9]2)=[C:6]([CH3:14])[C:5]([Cl:15])=[CH:4][C:3]=1[S:16]([NH2:19])(=[O:18])=[O:17].[O-:20][Mn](=O)(=O)=O.[K+].[OH2:26]. The catalyst is N1C=CC=CC=1. The product is [C:14]([C:6]1[C:5]([Cl:15])=[CH:4][C:3]([S:16]([NH2:19])(=[O:18])=[O:17])=[C:2]([Cl:1])[C:7]=1[N:8]1[CH2:9][CH2:10][O:11][CH2:12][CH2:13]1)([OH:20])=[O:26]. The yield is 0.350. (4) The reactants are Cl[C:2]1[N:7]2[N:8]=[CH:9][CH:10]=[C:6]2[N:5]=[C:4]([NH2:11])[CH:3]=1.[NH:12]1[CH2:17][CH2:16][O:15][CH2:14][CH2:13]1.CN1C(=O)CCC1. The catalyst is O1CCOCC1. The product is [O:15]1[CH2:16][CH2:17][N:12]([C:2]2[N:7]3[N:8]=[CH:9][CH:10]=[C:6]3[N:5]=[C:4]([NH2:11])[CH:3]=2)[CH2:13][CH2:14]1. The yield is 0.380. (5) The reactants are Cl[C:2]1[C:3]2[N:4]([C:18]([N:21]3[CH2:26][CH2:25][O:24][CH2:23][CH2:22]3)=[CH:19][N:20]=2)[CH:5]=[C:6]([C:10]2[CH:15]=[CH:14][C:13]([Cl:16])=[CH:12][C:11]=2[Cl:17])[C:7]=1[C:8]#[N:9].C[O-].[Na+].B.C1C[O:34][CH2:33]C1.Cl. The catalyst is CO.O1CCOCC1.O. The product is [Cl:17][C:11]1[CH:12]=[C:13]([Cl:16])[CH:14]=[CH:15][C:10]=1[C:6]1[C:7]([CH2:8][NH2:9])=[C:2]([O:34][CH3:33])[C:3]2[N:4]([C:18]([N:21]3[CH2:26][CH2:25][O:24][CH2:23][CH2:22]3)=[CH:19][N:20]=2)[CH:5]=1. The yield is 0.0900. (6) The reactants are C([Li])CCC.IC1C=CC=CC=1.C(NC(C)C)(C)C.[Cl:20][C:21]1[CH:26]=[CH:25][CH:24]=[CH:23][N:22]=1.[CH:27](N1CCCCC1)=[O:28]. The catalyst is C1COCC1. The product is [Cl:20][C:21]1[N:22]=[CH:23][CH:24]=[CH:25][C:26]=1[CH:27]=[O:28]. The yield is 0.540. (7) The reactants are [F:1][C:2]1[CH:11]=[CH:10][C:5]([C:6]([NH:8][NH2:9])=[O:7])=[CH:4][CH:3]=1.CN1CCCC1=O.[F:19][C:20]1[CH:28]=[CH:27][C:23]([C:24](Cl)=[O:25])=[CH:22][CH:21]=1. The catalyst is O. The product is [F:1][C:2]1[CH:11]=[CH:10][C:5]([C:6]([NH:8][NH:9][C:24](=[O:25])[C:23]2[CH:27]=[CH:28][C:20]([F:19])=[CH:21][CH:22]=2)=[O:7])=[CH:4][CH:3]=1. The yield is 0.560. (8) The reactants are [Cl:1][C:2]1[C:6]([N:7]([CH2:15][CH2:16][OH:17])[C:8](=[O:14])[CH:9]([CH3:13])[CH2:10][S:11][CH3:12])=[CH:5][N:4]([C:18]2[CH:19]=[N:20][CH:21]=[CH:22][CH:23]=2)[N:3]=1.C(N(CC)CC)C.[C:31](Cl)(=[O:33])[CH3:32].O. The catalyst is ClCCl.CN(C)C1C=CN=CC=1. The product is [C:31]([O:17][CH2:16][CH2:15][N:7]([C:6]1[C:2]([Cl:1])=[N:3][N:4]([C:18]2[CH:19]=[N:20][CH:21]=[CH:22][CH:23]=2)[CH:5]=1)[C:8](=[O:14])[CH:9]([CH3:13])[CH2:10][S:11][CH3:12])(=[O:33])[CH3:32]. The yield is 0.268.